This data is from Full USPTO retrosynthesis dataset with 1.9M reactions from patents (1976-2016). The task is: Predict the reactants needed to synthesize the given product. Given the product [C:6]([CH:21]([C:15]1[CH:16]=[CH:17][C:18]([F:20])=[CH:19][C:14]=1[Br:13])[C:22]#[N:23])(=[O:2])[CH3:12], predict the reactants needed to synthesize it. The reactants are: C[O-:2].[Na+].CO.[C:6]1([CH3:12])C=CC=CC=1.[Br:13][C:14]1[CH:19]=[C:18]([F:20])[CH:17]=[CH:16][C:15]=1[CH2:21][C:22]#[N:23].